From a dataset of Forward reaction prediction with 1.9M reactions from USPTO patents (1976-2016). Predict the product of the given reaction. (1) Given the reactants [C:1]([O:5][C:6](=[O:29])[NH:7][C:8]([CH3:28])([CH2:25][CH2:26][CH3:27])[CH2:9][NH:10][C:11]([C:13]1[C:14]([CH3:24])=[N:15][N:16]2[C:21]([OH:22])=[CH:20][C:19]([CH3:23])=[CH:18][C:17]=12)=[O:12])([CH3:4])([CH3:3])[CH3:2].C(=O)([O-])[O-].[Cs+].[Cs+].Br[CH2:37][CH2:38][CH:39]([C:44]([F:47])([F:46])[F:45])[C:40]([F:43])([F:42])[F:41], predict the reaction product. The product is: [C:1]([O:5][C:6](=[O:29])[NH:7][C:8]([CH3:28])([CH2:25][CH2:26][CH3:27])[CH2:9][NH:10][C:11]([C:13]1[C:14]([CH3:24])=[N:15][N:16]2[C:21]([O:22][CH2:37][CH2:38][CH:39]([C:40]([F:41])([F:42])[F:43])[C:44]([F:45])([F:47])[F:46])=[CH:20][C:19]([CH3:23])=[CH:18][C:17]=12)=[O:12])([CH3:4])([CH3:3])[CH3:2]. (2) Given the reactants [NH2:1][C:2]1[C:3]2[N:4]([C:8]([C:18](=[O:20])[CH3:19])=[C:9]([C:11]3[CH:16]=[CH:15][C:14]([F:17])=[CH:13][CH:12]=3)[N:10]=2)[CH:5]=[CH:6][CH:7]=1.C(OCC)(=O)C.O.CO[CH:30](OC)[N:31]([CH3:33])[CH3:32], predict the reaction product. The product is: [CH3:30][N:31]([CH3:33])/[CH:32]=[CH:19]/[C:18]([C:8]1[N:4]2[CH:5]=[CH:6][CH:7]=[C:2]([N:1]=[CH:3][N:4]([CH3:8])[CH3:5])[C:3]2=[N:10][C:9]=1[C:11]1[CH:16]=[CH:15][C:14]([F:17])=[CH:13][CH:12]=1)=[O:20]. (3) The product is: [CH:20]1([CH2:19][O:1][CH2:2][C:3]2[N:8]=[C:7]([NH:9][C:10](=[O:15])[C:11]([CH3:12])([CH3:14])[CH3:13])[CH:6]=[CH:5][CH:4]=2)[CH2:22][CH2:21]1. Given the reactants [OH:1][CH2:2][C:3]1[N:8]=[C:7]([NH:9][C:10](=[O:15])[C:11]([CH3:14])([CH3:13])[CH3:12])[CH:6]=[CH:5][CH:4]=1.[H-].[Na+].Br[CH2:19][CH:20]1[CH2:22][CH2:21]1, predict the reaction product. (4) Given the reactants [NH2:1][C:2]1[S:3][CH:4]=[CH:5][N:6]=1.Br[CH2:8][C:9](=O)[C:10]([O:12][CH2:13][CH3:14])=[O:11], predict the reaction product. The product is: [S:3]1[CH:4]=[CH:5][N:6]2[CH:8]=[C:9]([C:10]([O:12][CH2:13][CH3:14])=[O:11])[N:1]=[C:2]12. (5) Given the reactants Cl[C:2]1[N:7]=[C:6]([C:8]2[CH:16]=[CH:15][C:11]([N:12]([CH3:14])[CH3:13])=[CH:10][CH:9]=2)[CH:5]=[CH:4][N:3]=1.[O:17]1[CH2:22][CH2:21][N:20]([C:23]2[CH:29]=[CH:28][C:26]([NH2:27])=[CH:25][CH:24]=2)[CH2:19][CH2:18]1.C(O)CCC, predict the reaction product. The product is: [CH3:13][N:12]([CH3:14])[C:11]1[CH:15]=[CH:16][C:8]([C:6]2[CH:5]=[CH:4][N:3]=[C:2]([NH:27][C:26]3[CH:25]=[CH:24][C:23]([N:20]4[CH2:21][CH2:22][O:17][CH2:18][CH2:19]4)=[CH:29][CH:28]=3)[N:7]=2)=[CH:9][CH:10]=1. (6) Given the reactants [C:1]1([S:7][C:8]2[CH:9]=[C:10]([CH:14]3OCC[O:15]3)[CH:11]=[CH:12][CH:13]=2)[CH:6]=[CH:5][CH:4]=[CH:3][CH:2]=1.Cl, predict the reaction product. The product is: [C:1]1([S:7][C:8]2[CH:9]=[C:10]([CH:11]=[CH:12][CH:13]=2)[CH:14]=[O:15])[CH:6]=[CH:5][CH:4]=[CH:3][CH:2]=1. (7) Given the reactants Cl[C:2]1[CH:3]=[CH:4][C:5]2[N:6]([C:8]([CH:11]([CH3:13])[CH3:12])=[N:9][N:10]=2)[N:7]=1.[C:14]([CH2:16][C:17]([O:19][CH2:20][CH3:21])=[O:18])#[N:15].[H-].[Na+], predict the reaction product. The product is: [C:14]([CH:16]([C:2]1[CH:3]=[CH:4][C:5]2[N:6]([C:8]([CH:11]([CH3:13])[CH3:12])=[N:9][N:10]=2)[N:7]=1)[C:17]([O:19][CH2:20][CH3:21])=[O:18])#[N:15].